This data is from Full USPTO retrosynthesis dataset with 1.9M reactions from patents (1976-2016). The task is: Predict the reactants needed to synthesize the given product. (1) The reactants are: Br[C:2]1[CH:3]=[CH:4][C:5]([O:10][C@H:11]2[CH2:16][CH2:15][N:14]([CH:17]=[O:18])[CH2:13][C@H:12]2[F:19])=[C:6]([CH:9]=1)[C:7]#[N:8].[B:20]1([B:20]2[O:24][C:23]([CH3:26])([CH3:25])[C:22]([CH3:28])([CH3:27])[O:21]2)[O:24][C:23]([CH3:26])([CH3:25])[C:22]([CH3:28])([CH3:27])[O:21]1.C([O-])(=O)C.[K+].ClCCl. Given the product [F:19][C@H:12]1[C@@H:11]([O:10][C:5]2[CH:4]=[CH:3][C:2]([B:20]3[O:24][C:23]([CH3:26])([CH3:25])[C:22]([CH3:28])([CH3:27])[O:21]3)=[CH:9][C:6]=2[C:7]#[N:8])[CH2:16][CH2:15][N:14]([CH:17]=[O:18])[CH2:13]1, predict the reactants needed to synthesize it. (2) Given the product [Cl:1][C:2]1[CH:7]=[CH:6][CH:5]=[CH:4][C:3]=1[C:8]1[N:25]([CH2:26][C@@H:27]2[CH2:32][CH2:31][CH2:30][N:29]([C:33]([O:35][C:36]([CH3:37])([CH3:38])[CH3:39])=[O:34])[CH2:28]2)[C:11]2[N:12]=[C:13]([NH:16][CH2:17][C:47]3[CH:46]=[CH:43][CH:42]=[C:41]([OH:40])[CH:48]=3)[N:14]=[CH:15][C:10]=2[CH:9]=1, predict the reactants needed to synthesize it. The reactants are: [Cl:1][C:2]1[CH:7]=[CH:6][CH:5]=[CH:4][C:3]=1[C:8]1[N:25]([CH2:26][C@@H:27]2[CH2:32][CH2:31][CH2:30][N:29]([C:33]([O:35][C:36]([CH3:39])([CH3:38])[CH3:37])=[O:34])[CH2:28]2)[C:11]2[N:12]=[C:13]([NH:16][CH2:17]C3C=CC(O)=CC=3)[N:14]=[CH:15][C:10]=2[CH:9]=1.[OH:40][C:41]1[CH:42]=[C:43]([CH:46]=[CH:47][CH:48]=1)CN. (3) Given the product [C:1](=[O:47])([O:35][CH2:36][CH2:37][CH2:38][OH:39])[O:2][CH2:3][O:4][C:5]1[C:6](=[O:34])[C:7]([C:22]([NH:24][CH2:25][C:26]2[CH:31]=[CH:30][C:29]([F:32])=[CH:28][C:27]=2[F:33])=[O:23])=[CH:8][N:9]2[CH2:14][C@H:13]3[N:15]4[CH2:20][CH2:19][CH2:18][C@@H:16]4[CH2:17][N:12]3[C:11](=[O:21])[C:10]=12, predict the reactants needed to synthesize it. The reactants are: [C:1](=[O:47])([O:35][CH2:36][CH2:37][CH2:38][O:39]CC1C=CC=CC=1)[O:2][CH2:3][O:4][C:5]1[C:6](=[O:34])[C:7]([C:22]([NH:24][CH2:25][C:26]2[CH:31]=[CH:30][C:29]([F:32])=[CH:28][C:27]=2[F:33])=[O:23])=[CH:8][N:9]2[CH2:14][C@H:13]3[N:15]4[CH2:20][CH2:19][CH2:18][C@@H:16]4[CH2:17][N:12]3[C:11](=[O:21])[C:10]=12. (4) Given the product [C:13]([O:17][C:18]([C:20]1[C:21]([C:26]2[CH:31]=[CH:30][C:29]([CH2:32][N:4]3[C:3]([CH:11]=[O:12])=[C:2]([Br:1])[N:6]=[C:5]3[O:7][CH2:8][CH2:9][CH3:10])=[CH:28][C:27]=2[F:34])=[CH:22][CH:23]=[CH:24][CH:25]=1)=[O:19])([CH3:16])([CH3:15])[CH3:14], predict the reactants needed to synthesize it. The reactants are: [Br:1][C:2]1[N:6]=[C:5]([O:7][CH2:8][CH2:9][CH3:10])[NH:4][C:3]=1[CH:11]=[O:12].[C:13]([O:17][C:18]([C:20]1[C:21]([C:26]2[CH:31]=[CH:30][C:29]([CH2:32]Br)=[CH:28][C:27]=2[F:34])=[CH:22][CH:23]=[CH:24][CH:25]=1)=[O:19])([CH3:16])([CH3:15])[CH3:14].C(=O)([O-])[O-].[K+].[K+].CN(C=O)C.